From a dataset of Full USPTO retrosynthesis dataset with 1.9M reactions from patents (1976-2016). Predict the reactants needed to synthesize the given product. (1) Given the product [C:1]([C:3]1[CH:8]=[CH:7][C:6]([N:9]2[CH2:13][CH2:12][C@H:11]([O:14][C:15]3[CH:16]=[C:17]([CH:21]=[CH:22][CH:23]=3)[C:18]([NH:48][C:46]3[S:47][C:41]4[CH2:40][N:39]([CH3:38])[CH2:44][CH2:43][C:42]=4[N:45]=3)=[O:20])[CH2:10]2)=[CH:5][CH:4]=1)#[N:2], predict the reactants needed to synthesize it. The reactants are: [C:1]([C:3]1[CH:8]=[CH:7][C:6]([N:9]2[CH2:13][CH2:12][C@H:11]([O:14][C:15]3[CH:16]=[C:17]([CH:21]=[CH:22][CH:23]=3)[C:18]([OH:20])=O)[CH2:10]2)=[CH:5][CH:4]=1)#[N:2].C(Cl)CCl.C1C=CC2N(O)N=NC=2C=1.[CH3:38][N:39]1[CH2:44][CH2:43][C:42]2[N:45]=[C:46]([NH2:48])[S:47][C:41]=2[CH2:40]1. (2) Given the product [CH2:8]([C:9]([CH2:10][CH2:11][CH2:12][CH2:13][CH2:14][CH2:15][CH2:16][CH3:17])=[CH:19][C:20]([O:27][CH2:26][CH3:25])=[O:21])[CH2:7][CH2:6][CH2:5][CH2:4][CH2:3][CH2:2][CH3:1], predict the reactants needed to synthesize it. The reactants are: [CH3:1][CH2:2][CH2:3][CH2:4][CH2:5][CH2:6][CH2:7][CH2:8][C:9](=O)[CH2:10][CH2:11][CH2:12][CH2:13][CH2:14][CH2:15][CH2:16][CH3:17].[CH3:19][CH2:20][O-:21].[Na+].Cl.C1C[O:27][CH2:26][CH2:25]1. (3) Given the product [Cl:1][C:2]1[CH:7]=[CH:6][CH:5]=[C:4]([Cl:8])[C:3]=1[C:9]1[C:13]([CH2:14][O:15][C:16]2[CH:17]=[C:18]3[C:22](=[CH:23][CH:24]=2)[NH:21][CH:20]=[C:19]3[CH2:46][C:42]2[CH:41]=[C:40]([CH:45]=[CH:44][CH:43]=2)[C:39]([O:38][CH3:37])=[O:48])=[C:12]([CH:25]([CH3:27])[CH3:26])[O:11][N:10]=1, predict the reactants needed to synthesize it. The reactants are: [Cl:1][C:2]1[CH:7]=[CH:6][CH:5]=[C:4]([Cl:8])[C:3]=1[C:9]1[C:13]([CH2:14][O:15][C:16]2[CH:17]=[C:18]3[C:22](=[CH:23][CH:24]=2)[NH:21][CH:20]=[CH:19]3)=[C:12]([CH:25]([CH3:27])[CH3:26])[O:11][N:10]=1.C(N(CC)C(C)C)(C)C.[CH3:37][O:38][C:39](=[O:48])[C:40]1[CH:45]=[CH:44][CH:43]=[C:42]([CH2:46]Br)[CH:41]=1.[Cl-].[NH4+]. (4) Given the product [Br:3][C:4]1[CH:5]=[C:6]([CH:16]([CH2:4][CH2:9][O:10][CH3:11])[C:17]([O:19][CH2:20][CH3:21])=[O:18])[CH:7]=[C:8]([Cl:15])[C:9]=1[O:10][CH2:11][CH:12]1[CH2:13][CH2:14]1, predict the reactants needed to synthesize it. The reactants are: [H-].[Na+].[Br:3][C:4]1[CH:5]=[C:6]([CH2:16][C:17]([O:19][CH2:20][CH3:21])=[O:18])[CH:7]=[C:8]([Cl:15])[C:9]=1[O:10][CH2:11][CH:12]1[CH2:14][CH2:13]1.Cl. (5) Given the product [NH2:24][C:19]1[C:18]([F:29])=[C:17]([C:15]([C:14]2[C:7]3[C:6]([NH:5][CH2:4][CH:1]4[CH2:2][CH2:3]4)=[N:11][CH:10]=[N:9][C:8]=3[NH:12][CH:13]=2)=[O:16])[C:22]([F:23])=[CH:21][CH:20]=1, predict the reactants needed to synthesize it. The reactants are: [CH:1]1([CH2:4][NH:5][C:6]2[C:7]3[C:14]([C:15]([C:17]4[C:18]([F:29])=[C:19]([NH:24]C(=O)OC)[CH:20]=[CH:21][C:22]=4[F:23])=[O:16])=[CH:13][NH:12][C:8]=3[N:9]=[CH:10][N:11]=2)[CH2:3][CH2:2]1.[OH-].[Na+].Cl. (6) Given the product [CH3:17][C:11]1([C:14](=[O:16])[NH:30][C:31]2[CH:36]=[CH:35][CH:34]=[C:33]([S:37](=[O:39])(=[O:38])[NH2:40])[CH:32]=2)[CH2:10][CH2:9][N:8]([C:6]([O:5][C:1]([CH3:2])([CH3:3])[CH3:4])=[O:7])[CH2:13][CH2:12]1, predict the reactants needed to synthesize it. The reactants are: [C:1]([O:5][C:6]([N:8]1[CH2:13][CH2:12][C:11]([CH3:17])([C:14]([OH:16])=O)[CH2:10][CH2:9]1)=[O:7])([CH3:4])([CH3:3])[CH3:2].N1C=CC=CC=1.C(Cl)(=O)C(Cl)=O.[NH2:30][C:31]1[CH:32]=[C:33]([S:37]([NH2:40])(=[O:39])=[O:38])[CH:34]=[CH:35][CH:36]=1. (7) Given the product [NH2:1][C:2]1[C:11]2[N:10]=[CH:9][C:8]([CH2:12][CH2:13][C:14]3[CH:22]=[CH:21][C:17]([C:18]([N:34]4[CH2:35][CH2:36][N:31]([CH2:29][CH3:30])[CH2:32][CH2:33]4)=[O:19])=[CH:16][C:15]=3[CH3:23])=[CH:7][C:6]=2[C:5]2[CH:24]=[CH:25][C:26]([CH3:28])=[CH:27][C:4]=2[N:3]=1, predict the reactants needed to synthesize it. The reactants are: [NH2:1][C:2]1[C:11]2[N:10]=[CH:9][C:8]([CH2:12][CH2:13][C:14]3[CH:22]=[CH:21][C:17]([C:18](Cl)=[O:19])=[CH:16][C:15]=3[CH3:23])=[CH:7][C:6]=2[C:5]2[CH:24]=[CH:25][C:26]([CH3:28])=[CH:27][C:4]=2[N:3]=1.[CH2:29]([N:31]1[CH2:36][CH2:35][NH:34][CH2:33][CH2:32]1)[CH3:30].